From a dataset of Forward reaction prediction with 1.9M reactions from USPTO patents (1976-2016). Predict the product of the given reaction. (1) Given the reactants [C:1]([O:5][C:6]([N:8]1[CH2:11][CH2:10][C@H:9]1[CH2:12][O:13][C:14]1[CH:15]=[C:16]([C:20]2[CH:21]=[C:22]([CH2:26][CH2:27][CH2:28][N:29]3C(=O)C4=C(Cl)C(Cl)=C(Cl)C(Cl)=C4C3=O)[CH:23]=[CH:24][CH:25]=2)[CH:17]=[N:18][CH:19]=1)=[O:7])([CH3:4])([CH3:3])[CH3:2].O1CCCC1.C(O)C.C(N)CN, predict the reaction product. The product is: [C:1]([O:5][C:6]([N:8]1[CH2:11][CH2:10][C@H:9]1[CH2:12][O:13][C:14]1[CH:15]=[C:16]([C:20]2[CH:21]=[C:22]([CH2:26][CH2:27][CH2:28][NH2:29])[CH:23]=[CH:24][CH:25]=2)[CH:17]=[N:18][CH:19]=1)=[O:7])([CH3:4])([CH3:3])[CH3:2]. (2) Given the reactants [NH2:1][CH:2]([C:11]1[C:16]([F:17])=[CH:15][CH:14]=[CH:13][C:12]=1[O:18][CH2:19][CH3:20])[CH2:3][CH:4]([CH3:10])[C:5]([O:7]CC)=O.[N:21]1[C:30]2[C:25](=[CH:26][CH:27]=[CH:28][CH:29]=2)[CH:24]=[C:23]([CH:31]=O)[CH:22]=1, predict the reaction product. The product is: [CH2:19]([O:18][C:12]1[CH:13]=[CH:14][CH:15]=[C:16]([F:17])[C:11]=1[CH:2]1[N:1]([CH2:31][C:23]2[CH:22]=[N:21][C:30]3[C:25]([CH:24]=2)=[CH:26][CH:27]=[CH:28][CH:29]=3)[C:5](=[O:7])[CH:4]([CH3:10])[CH2:3]1)[CH3:20]. (3) Given the reactants [F:1][C:2]1[CH:20]=[C:19]([N+:21]([O-])=O)[CH:18]=[CH:17][C:3]=1[O:4][C:5]1[C:10]2=[C:11]([CH3:16])[C:12]([O:14][CH3:15])=[CH:13][N:9]2[N:8]=[CH:7][N:6]=1.CO.[NH4+].[Cl-], predict the reaction product. The product is: [F:1][C:2]1[CH:20]=[C:19]([NH2:21])[CH:18]=[CH:17][C:3]=1[O:4][C:5]1[C:10]2=[C:11]([CH3:16])[C:12]([O:14][CH3:15])=[CH:13][N:9]2[N:8]=[CH:7][N:6]=1. (4) Given the reactants [OH-].[K+].C([NH:6][C:7]1[CH:8]=[C:9]([NH:13][CH:14]2[CH2:19][CH2:18][N:17]([CH2:20][C:21]3[CH:26]=[CH:25][CH:24]=[CH:23][CH:22]=3)[CH2:16][CH2:15]2)[CH:10]=[CH:11][CH:12]=1)(=O)C.O, predict the reaction product. The product is: [NH2:6][C:7]1[CH:8]=[C:9]([NH:13][CH:14]2[CH2:19][CH2:18][N:17]([CH2:20][C:21]3[CH:26]=[CH:25][CH:24]=[CH:23][CH:22]=3)[CH2:16][CH2:15]2)[CH:10]=[CH:11][CH:12]=1. (5) Given the reactants [CH3:1][S:2][C:3]1[N:8]=[C:7]([NH:9][CH3:10])[C:6]([CH3:11])=[CH:5][N:4]=1.ClC1C=C(C=CC=1)C(OO)=[O:17].C(Cl)Cl.CO, predict the reaction product. The product is: [CH3:1][S:2]([C:3]1[N:8]=[C:7]([NH:9][CH3:10])[C:6]([CH3:11])=[CH:5][N:4]=1)=[O:17]. (6) Given the reactants [CH:1]1[C:6](=[O:7])[C:5]([OH:8])=[CH:4][O:3][C:2]=1[CH2:9][OH:10].[CH2:11](Br)[C:12]1[CH:17]=[CH:16][CH:15]=[CH:14][CH:13]=1, predict the reaction product. The product is: [CH2:11]([O:8][C:5]1[C:6](=[O:7])[CH:1]=[C:2]([CH2:9][OH:10])[O:3][CH:4]=1)[C:12]1[CH:17]=[CH:16][CH:15]=[CH:14][CH:13]=1. (7) Given the reactants [C:1]([C:5]1[CH:6]=[C:7]([CH:25]=[C:26]([C:28]([CH3:31])([CH3:30])[CH3:29])[CH:27]=1)[CH2:8][C@H:9]1[CH2:14][C@@H:13]([C:15]2[O:19][NH:18][C:17](=[O:20])[CH:16]=2)[CH2:12][CH2:11][N:10]1[C:21]([O:23][CH3:24])=[O:22])([CH3:4])([CH3:3])[CH3:2].CCCCCCC.CCO, predict the reaction product. The product is: [C:1]([C:5]1[CH:6]=[C:7]([CH:25]=[C:26]([C:28]([CH3:31])([CH3:30])[CH3:29])[CH:27]=1)[CH2:8][C@H:9]1[CH2:14][C@@H:13]([C:15]2[O:19][NH:18][C:17](=[O:20])[CH:16]=2)[CH2:12][CH2:11][N:10]1[C:21]([O:23][CH3:24])=[O:22])([CH3:3])([CH3:4])[CH3:2].[C:1]([C:5]1[CH:6]=[C:7]([CH:25]=[C:26]([C:28]([CH3:31])([CH3:30])[CH3:29])[CH:27]=1)[CH2:8][C@@H:9]1[CH2:14][C@H:13]([C:15]2[O:19][NH:18][C:17](=[O:20])[CH:16]=2)[CH2:12][CH2:11][N:10]1[C:21]([O:23][CH3:24])=[O:22])([CH3:3])([CH3:4])[CH3:2]. (8) Given the reactants [C:1](Cl)(=[O:3])[CH3:2].[N:5]1[CH:10]=[CH:9][CH:8]=[CH:7][C:6]=1[S:11][CH2:12][CH2:13][CH2:14][S:15]([NH:18][C:19](=[O:50])[CH2:20][C@H:21]1[O:27][C@H:26]([C:28]2[CH:33]=[CH:32][CH:31]=[C:30]([O:34][CH3:35])[C:29]=2[O:36][CH3:37])[C:25]2[CH:38]=[C:39]([Cl:42])[CH:40]=[CH:41][C:24]=2[N:23]([CH2:43][C:44]([CH3:48])([CH3:47])[CH2:45][OH:46])[C:22]1=[O:49])(=[O:17])=[O:16].N1C=CC=CC=1.C(OCC)(=O)C, predict the reaction product. The product is: [N:5]1[CH:10]=[CH:9][CH:8]=[CH:7][C:6]=1[S:11][CH2:12][CH2:13][CH2:14][S:15]([NH:18][C:19](=[O:50])[CH2:20][C@H:21]1[O:27][C@H:26]([C:28]2[CH:33]=[CH:32][CH:31]=[C:30]([O:34][CH3:35])[C:29]=2[O:36][CH3:37])[C:25]2[CH:38]=[C:39]([Cl:42])[CH:40]=[CH:41][C:24]=2[N:23]([CH2:43][C:44]([CH3:48])([CH3:47])[CH2:45][O:46][C:1](=[O:3])[CH3:2])[C:22]1=[O:49])(=[O:17])=[O:16].